Binary Classification. Given a T-cell receptor sequence (or CDR3 region) and an epitope sequence, predict whether binding occurs between them. From a dataset of TCR-epitope binding with 47,182 pairs between 192 epitopes and 23,139 TCRs. (1) The epitope is SFHSLHLLF. The TCR CDR3 sequence is CASSLLPVETQYF. Result: 1 (the TCR binds to the epitope). (2) The epitope is TAFTIPSI. The TCR CDR3 sequence is CASSLVQGSTEAFF. Result: 0 (the TCR does not bind to the epitope). (3) The epitope is YLKLTDNVYIK. The TCR CDR3 sequence is CASSLGTAITDTQYF. Result: 0 (the TCR does not bind to the epitope). (4) The epitope is QVPLRPMTYK. The TCR CDR3 sequence is CSVLKVGTSGFNEQFF. Result: 1 (the TCR binds to the epitope).